This data is from NCI-60 drug combinations with 297,098 pairs across 59 cell lines. The task is: Regression. Given two drug SMILES strings and cell line genomic features, predict the synergy score measuring deviation from expected non-interaction effect. (1) Drug 1: CC12CCC(CC1=CCC3C2CCC4(C3CC=C4C5=CN=CC=C5)C)O. Drug 2: CC1=C(C=C(C=C1)NC(=O)C2=CC=C(C=C2)CN3CCN(CC3)C)NC4=NC=CC(=N4)C5=CN=CC=C5. Cell line: LOX IMVI. Synergy scores: CSS=44.9, Synergy_ZIP=7.55, Synergy_Bliss=9.92, Synergy_Loewe=-3.48, Synergy_HSA=8.57. (2) Drug 1: CC1=CC2C(CCC3(C2CCC3(C(=O)C)OC(=O)C)C)C4(C1=CC(=O)CC4)C. Drug 2: C1=CC=C(C=C1)NC(=O)CCCCCCC(=O)NO. Cell line: PC-3. Synergy scores: CSS=9.22, Synergy_ZIP=-1.73, Synergy_Bliss=0.438, Synergy_Loewe=-11.7, Synergy_HSA=-2.49. (3) Drug 1: COC1=C(C=C2C(=C1)N=CN=C2NC3=CC(=C(C=C3)F)Cl)OCCCN4CCOCC4. Drug 2: CN(C)C1=NC(=NC(=N1)N(C)C)N(C)C. Cell line: HCT-15. Synergy scores: CSS=35.8, Synergy_ZIP=-2.03, Synergy_Bliss=2.89, Synergy_Loewe=-38.5, Synergy_HSA=0.779. (4) Drug 1: C1=CC(=C2C(=C1NCCNCCO)C(=O)C3=C(C=CC(=C3C2=O)O)O)NCCNCCO. Drug 2: C(CN)CNCCSP(=O)(O)O. Cell line: DU-145. Synergy scores: CSS=62.2, Synergy_ZIP=0.724, Synergy_Bliss=1.94, Synergy_Loewe=-61.7, Synergy_HSA=2.04. (5) Drug 1: CC(CN1CC(=O)NC(=O)C1)N2CC(=O)NC(=O)C2. Drug 2: C1C(C(OC1N2C=NC3=C(N=C(N=C32)Cl)N)CO)O. Cell line: MOLT-4. Synergy scores: CSS=85.8, Synergy_ZIP=4.35, Synergy_Bliss=3.77, Synergy_Loewe=3.82, Synergy_HSA=6.74. (6) Drug 1: CC1=C2C(C(=O)C3(C(CC4C(C3C(C(C2(C)C)(CC1OC(=O)C(C(C5=CC=CC=C5)NC(=O)OC(C)(C)C)O)O)OC(=O)C6=CC=CC=C6)(CO4)OC(=O)C)OC)C)OC. Drug 2: CCC1=CC2CC(C3=C(CN(C2)C1)C4=CC=CC=C4N3)(C5=C(C=C6C(=C5)C78CCN9C7C(C=CC9)(C(C(C8N6C)(C(=O)OC)O)OC(=O)C)CC)OC)C(=O)OC.C(C(C(=O)O)O)(C(=O)O)O. Cell line: SF-539. Synergy scores: CSS=69.6, Synergy_ZIP=-3.16, Synergy_Bliss=-4.58, Synergy_Loewe=-4.29, Synergy_HSA=-1.32.